This data is from Reaction yield outcomes from USPTO patents with 853,638 reactions. The task is: Predict the reaction yield, written as a fraction of the theoretical maximum amount of product (1.0 means a 100% yield; for example, 0.34 means a 34% yield). (1) The reactants are [N:1]1[C:10]2[C:5](=[CH:6][CH:7]=[CH:8][C:9]=2[C:11](Cl)=[O:12])[CH:4]=[CH:3][CH:2]=1.N1[C:23]2[C:18](=[CH:19][CH:20]=[CH:21][C:22]=2[C:24]([OH:26])=O)C=CC=1.S(Cl)(Cl)=[O:28].[NH2:31][C:32]1[CH:37]=[CH:36][CH:35]=[CH:34][CH:33]=1.C(N(CC)CC)C.[CH3:45][C:46]#[N:47]. No catalyst specified. The product is [O:28]=[C:46]1[C@@H:45]2[C@@H:22]([C@H:23]3[CH2:18][C@@H:19]2[CH:20]=[CH:21]3)[C:24](=[O:26])[N:47]1[C:35]1[CH:36]=[CH:37][C:32]([NH:31][C:11]([C:9]2[CH:8]=[CH:7][CH:6]=[C:5]3[C:10]=2[N:1]=[CH:2][CH:3]=[CH:4]3)=[O:12])=[CH:33][CH:34]=1. The yield is 0.870. (2) The catalyst is C1C=CC(/C=C/C(/C=C/C2C=CC=CC=2)=O)=CC=1.C1C=CC(/C=C/C(/C=C/C2C=CC=CC=2)=O)=CC=1.C1C=CC(/C=C/C(/C=C/C2C=CC=CC=2)=O)=CC=1.[Pd].[Pd]. The reactants are [CH2:1]([O:3][C:4]([C:6]1[N:7]=[CH:8][C:9]2[C:14]([C:15]=1[OH:16])=[CH:13][CH:12]=[C:11](Br)[CH:10]=2)=[O:5])[CH3:2].[C:18]1([NH:24][C:25]([NH2:27])=[O:26])[CH:23]=[CH:22][CH:21]=[CH:20][CH:19]=1.C(=O)([O-])[O-].[Cs+].[Cs+].CC1(C)C2C(=C(P(C3C=CC=CC=3)C3C=CC=CC=3)C=CC=2)OC2C(P(C3C=CC=CC=3)C3C=CC=CC=3)=CC=CC1=2. The product is [CH2:1]([O:3][C:4]([C:6]1[N:7]=[CH:8][C:9]2[C:14]([C:15]=1[OH:16])=[CH:13][CH:12]=[C:11]([NH:27][C:25]([NH:24][C:18]1[CH:23]=[CH:22][CH:21]=[CH:20][CH:19]=1)=[O:26])[CH:10]=2)=[O:5])[CH3:2]. The yield is 0.840. (3) The reactants are [CH2:1](C([CH2:1][C:2]1[CH:7]=[CH:6][CH:5]=[CH:4][CH:3]=1)(C([O-])=O)C([O-])=O)[C:2]1[CH:7]=[CH:6][CH:5]=[CH:4][CH:3]=1.[H-].[Na+].[C:24]12[C:30](=[CH:31][CH:32]=[CH:33][CH:34]=1)N[C:28](=[O:35])[O:27][C:25]2=O.C(Cl)(=O)C([Cl:39])=O.[Na+].[Cl-].[CH3:44][N:45]([CH:47]=[O:48])C. No catalyst specified. The product is [Cl:39][C:2]1[C:3]2[C:44](=[CH:7][CH:6]=[CH:5][CH:4]=2)[NH:45][C:47](=[O:48])[C:1]=1[C:28]([O:27][CH2:25][C:24]1[CH:30]=[CH:31][CH:32]=[CH:33][CH:34]=1)=[O:35]. The yield is 0.370. (4) The reactants are [F-].C([N+](CCCC)(CCCC)CCCC)CCC.[Si]([O:26][CH:27]1[CH2:32][CH2:31][C:30]([CH3:38])([C:33]([O:35][CH2:36][CH3:37])=[O:34])[CH2:29][CH2:28]1)(C(C)(C)C)(C)C. The catalyst is O1CCCC1. The product is [OH:26][CH:27]1[CH2:28][CH2:29][C:30]([CH3:38])([C:33]([O:35][CH2:36][CH3:37])=[O:34])[CH2:31][CH2:32]1. The yield is 0.630. (5) The reactants are [NH:1]1[CH:5]=[N:4][C:3]([C:6]2[CH:7]=[C:8]3[C:12](=[CH:13][CH:14]=2)[N:11](C2CCCCO2)[N:10]=[C:9]3[C:21]2[CH:22]=[C:23](O)[CH:24]=[CH:25][CH:26]=2)=[N:2]1.C1(P(C2C=CC=CC=2)C2C=CC=CC=2)C=CC=CC=1.N(C(OCC)=O)=NC(OCC)=O.[N:59]1[CH:64]=[CH:63][CH:62]=[C:61]([CH2:65][OH:66])[CH:60]=1.Cl. The catalyst is O1CCCC1. The product is [NH:1]1[CH:5]=[N:4][C:3]([C:6]2[CH:14]=[C:13]([O:66][CH2:65][C:61]3[CH:60]=[N:59][CH:64]=[CH:63][CH:62]=3)[CH:12]=[C:8]([C:9]3[C:21]4[C:22](=[CH:23][CH:24]=[CH:25][CH:26]=4)[NH:11][N:10]=3)[CH:7]=2)=[N:2]1. The yield is 0.120.